Dataset: Forward reaction prediction with 1.9M reactions from USPTO patents (1976-2016). Task: Predict the product of the given reaction. (1) Given the reactants N[C:2]1[CH:24]=[CH:23][C:5]2[C:6]([CH2:9][CH2:10][C:11]3[N:12]=[C:13]([C:17]4[CH:22]=[CH:21][CH:20]=[CH:19][CH:18]=4)[O:14][C:15]=3[CH3:16])=[N:7][O:8][C:4]=2[CH:3]=1.N([O-])=O.[Na+].C(OCC)(=O)C.C(=O)([O-])O.[Na+].[BrH:40], predict the reaction product. The product is: [Br:40][C:2]1[CH:24]=[CH:23][C:5]2[C:6]([CH2:9][CH2:10][C:11]3[N:12]=[C:13]([C:17]4[CH:22]=[CH:21][CH:20]=[CH:19][CH:18]=4)[O:14][C:15]=3[CH3:16])=[N:7][O:8][C:4]=2[CH:3]=1. (2) Given the reactants [C:1](Cl)(=[O:10])[CH2:2][CH2:3][CH2:4][CH2:5][CH2:6][CH2:7][CH2:8][CH3:9].[NH2:12][C:13]1[CH:18]=[CH:17][C:16]([C:19](=[O:26])[CH2:20][CH2:21][C:22]([O:24]C)=[O:23])=[CH:15][CH:14]=1, predict the reaction product. The product is: [C:1]([NH:12][C:13]1[CH:14]=[CH:15][C:16]([C:19](=[O:26])[CH2:20][CH2:21][C:22]([OH:24])=[O:23])=[CH:17][CH:18]=1)(=[O:10])[CH2:2][CH2:3][CH2:4][CH2:5][CH2:6][CH2:7][CH2:8][CH3:9]. (3) The product is: [NH2:12][CH:8]([OH:11])[CH2:9][CH3:10].[CH3:13][CH2:14][C:15]1[CH:16]=[CH:17][CH:18]=[C:19]2[C:23]3[CH2:24][CH2:25][O:26][C:27]([CH2:30][C:31]([OH:33])=[O:32])([CH2:28][CH3:29])[C:22]=3[NH:21][C:20]=12.[ClH:34]. Given the reactants C([C:8]([NH2:12])([OH:11])[CH2:9][CH3:10])(OC(C)(C)C)=O.[CH3:13][CH2:14][C:15]1[CH:16]=[CH:17][CH:18]=[C:19]2[C:23]3[CH2:24][CH2:25][O:26][C:27]([CH2:30][C:31]([OH:33])=[O:32])([CH2:28][CH3:29])[C:22]=3[NH:21][C:20]=12.[ClH:34].C(OCC)(=O)C.C(OCC)C.CCCCCC, predict the reaction product. (4) Given the reactants COS([C:6]1[CH:11]=[CH:10][C:9](C)=[CH:8][CH:7]=1)(=O)=O.[NH:13]1[CH2:18][CH:17]=[C:16]([C:19]2[C:27]3[C:22](=[CH:23][CH:24]=[CH:25][CH:26]=3)[NH:21][CH:20]=2)[CH2:15][CH2:14]1.[C:28](=[O:31])(O)[O-].[Na+].CN(C)[CH:35]=[O:36].[O:38]1[CH2:42][CH2:41]CC1, predict the reaction product. The product is: [CH3:35][O:36][C:6]1[C:7]2[O:38][CH:42]([CH2:41][N:13]3[CH2:14][CH:15]=[C:16]([C:19]4[C:27]5[C:22](=[CH:23][CH:24]=[CH:25][CH:26]=5)[NH:21][CH:20]=4)[CH2:17][CH2:18]3)[CH2:28][O:31][C:8]=2[CH:9]=[CH:10][CH:11]=1. (5) Given the reactants [C:1]([C:3]1[C:8]([C:9]2[CH:10]=[C:11]([CH2:23][N:24](C)[C:25](=O)OC(C)(C)C)[S:12][C:13]=2[S:14]([C:17]2[CH:22]=[CH:21][CH:20]=[CH:19][CH:18]=2)(=[O:16])=[O:15])=[CH:7][CH:6]=[CH:5][N:4]=1)#[N:2].C(OCC)(=O)C.[ClH:39], predict the reaction product. The product is: [ClH:39].[CH3:25][NH:24][CH2:23][C:11]1[S:12][C:13]([S:14]([C:17]2[CH:18]=[CH:19][CH:20]=[CH:21][CH:22]=2)(=[O:16])=[O:15])=[C:9]([C:8]2[C:3]([C:1]#[N:2])=[N:4][CH:5]=[CH:6][CH:7]=2)[CH:10]=1. (6) The product is: [CH:52]1([CH2:51][N:15]2[CH2:16][CH2:17][C:11]3[S:10][C:9]([N:8]([C:5]4[N:6]=[CH:7][C:2]([F:1])=[CH:3][N:4]=4)[CH2:31][C:32]4[CH:33]=[CH:34][C:35]([O:38][CH3:39])=[CH:36][CH:37]=4)=[N:30][C:12]=3[C:13]3=[CH:20][N:19]([CH2:21][C:22]4[CH:23]=[CH:24][C:25]([O:28][CH3:29])=[CH:26][CH:27]=4)[N:18]=[C:14]23)[CH2:56][CH2:55][CH2:54][CH2:53]1. Given the reactants [F:1][C:2]1[CH:3]=[N:4][C:5]([N:8]([CH2:31][C:32]2[CH:37]=[CH:36][C:35]([O:38][CH3:39])=[CH:34][CH:33]=2)[C:9]2[S:10][C:11]3[CH2:17][CH2:16][NH:15][C:14]4=[N:18][N:19]([CH2:21][C:22]5[CH:27]=[CH:26][C:25]([O:28][CH3:29])=[CH:24][CH:23]=5)[CH:20]=[C:13]4[C:12]=3[N:30]=2)=[N:6][CH:7]=1.[Li+].C[Si]([N-][Si](C)(C)C)(C)C.I[CH2:51][CH:52]1[CH2:56][CH2:55][CH2:54][CH2:53]1, predict the reaction product. (7) The product is: [CH:25]1([NH:28][C:22]([C:15]2[N:14]=[N:13][N:12]([C:9]3[CH:10]=[CH:11][C:6]([C:4]([NH:3][CH2:1][CH3:2])=[O:5])=[CH:7][CH:8]=3)[C:16]=2[C:17]2[S:18][CH:19]=[CH:20][CH:21]=2)=[O:23])[CH2:27][CH2:26]1. Given the reactants [CH2:1]([NH:3][C:4]([C:6]1[CH:11]=[CH:10][C:9]([N:12]2[C:16]([C:17]3[S:18][CH:19]=[CH:20][CH:21]=3)=[C:15]([C:22](O)=[O:23])[N:14]=[N:13]2)=[CH:8][CH:7]=1)=[O:5])[CH3:2].[CH:25]1([NH2:28])[CH2:27][CH2:26]1.C1C=CC2N(O)N=NC=2C=1.CCN=C=NCCCN(C)C, predict the reaction product. (8) Given the reactants [Li+].[BH4-].CCOCC.C([O:10][C:11]([C:13]1[CH:20]=[C:19]2[N:15]([CH2:16][S:17][CH2:18]2)[N:14]=1)=O)C, predict the reaction product. The product is: [N:14]1[N:15]2[C:19]([CH2:18][S:17][CH2:16]2)=[CH:20][C:13]=1[CH2:11][OH:10]. (9) Given the reactants [CH3:1][O:2]/[N:3]=[C:4](/[C:15]1[CH:20]=[CH:19][CH:18]=[CH:17][CH:16]=1)\[CH2:5][O:6][C:7]1[CH:12]=[CH:11][C:10]([CH2:13][OH:14])=[CH:9][CH:8]=1.O[C:22]1[CH:27]=[CH:26][C:25]([CH2:28][CH2:29][C:30]([O:32]C)=[O:31])=[CH:24][CH:23]=1, predict the reaction product. The product is: [CH3:1][O:2]/[N:3]=[C:4](/[C:15]1[CH:20]=[CH:19][CH:18]=[CH:17][CH:16]=1)\[CH2:5][O:6][C:7]1[CH:12]=[CH:11][C:10]([CH2:13][O:14][C:22]2[CH:27]=[CH:26][C:25]([CH2:28][CH2:29][C:30]([OH:32])=[O:31])=[CH:24][CH:23]=2)=[CH:9][CH:8]=1. (10) Given the reactants [CH:1]1([NH:4][C:5]([NH:7][C:8]2[CH:13]=[CH:12][C:11]([O:14][C:15]3[CH:20]=[CH:19][N:18]=[C:17]4[CH:21]=[C:22]([C:24]5[CH:29]=[CH:28][C:27]([CH2:30][N:31]6[CH2:36][CH2:35][NH:34][CH2:33][CH2:32]6)=[CH:26][N:25]=5)[S:23][C:16]=34)=[C:10]([F:37])[CH:9]=2)=[O:6])[CH2:3][CH2:2]1.CCN(C(C)C)C(C)C.Cl[CH2:48][CH2:49][C:50]1[NH:54][N:53]=[N:52][N:51]=1.CO.O, predict the reaction product. The product is: [NH:51]1[C:50]([CH2:49][CH2:48][N:34]2[CH2:33][CH2:32][N:31]([CH2:30][C:27]3[CH:28]=[CH:29][C:24]([C:22]4[S:23][C:16]5[C:17](=[N:18][CH:19]=[CH:20][C:15]=5[O:14][C:11]5[CH:12]=[CH:13][C:8]([NH:7][C:5]([NH:4][CH:1]6[CH2:3][CH2:2]6)=[O:6])=[CH:9][C:10]=5[F:37])[CH:21]=4)=[N:25][CH:26]=3)[CH2:36][CH2:35]2)=[N:54][N:53]=[N:52]1.